This data is from NCI-60 drug combinations with 297,098 pairs across 59 cell lines. The task is: Regression. Given two drug SMILES strings and cell line genomic features, predict the synergy score measuring deviation from expected non-interaction effect. (1) Drug 1: C1CCC(CC1)NC(=O)N(CCCl)N=O. Drug 2: C1C(C(OC1N2C=NC3=C(N=C(N=C32)Cl)N)CO)O. Cell line: SNB-75. Synergy scores: CSS=19.8, Synergy_ZIP=-3.34, Synergy_Bliss=2.05, Synergy_Loewe=1.31, Synergy_HSA=1.18. (2) Drug 1: COC1=CC(=CC(=C1O)OC)C2C3C(COC3=O)C(C4=CC5=C(C=C24)OCO5)OC6C(C(C7C(O6)COC(O7)C8=CC=CS8)O)O. Drug 2: CN1C(=O)N2C=NC(=C2N=N1)C(=O)N. Cell line: A549. Synergy scores: CSS=44.0, Synergy_ZIP=5.22, Synergy_Bliss=6.20, Synergy_Loewe=-31.9, Synergy_HSA=3.11. (3) Drug 1: COC1=C(C=C2C(=C1)N=CN=C2NC3=CC(=C(C=C3)F)Cl)OCCCN4CCOCC4. Drug 2: C1=CC(=CC=C1CC(C(=O)O)N)N(CCCl)CCCl.Cl. Cell line: M14. Synergy scores: CSS=9.95, Synergy_ZIP=-0.921, Synergy_Bliss=4.54, Synergy_Loewe=2.95, Synergy_HSA=2.66. (4) Drug 1: CCC1(CC2CC(C3=C(CCN(C2)C1)C4=CC=CC=C4N3)(C5=C(C=C6C(=C5)C78CCN9C7C(C=CC9)(C(C(C8N6C)(C(=O)OC)O)OC(=O)C)CC)OC)C(=O)OC)O. Drug 2: CC1CC(C(C(C=C(C(C(C=CC=C(C(=O)NC2=CC(=O)C(=C(C1)C2=O)OC)C)OC)OC(=O)N)C)C)O)OC. Cell line: NCI-H460. Synergy scores: CSS=61.0, Synergy_ZIP=-0.0323, Synergy_Bliss=-3.22, Synergy_Loewe=-4.76, Synergy_HSA=-0.587. (5) Drug 1: CCC1(CC2CC(C3=C(CCN(C2)C1)C4=CC=CC=C4N3)(C5=C(C=C6C(=C5)C78CCN9C7C(C=CC9)(C(C(C8N6C=O)(C(=O)OC)O)OC(=O)C)CC)OC)C(=O)OC)O.OS(=O)(=O)O. Drug 2: CC1CCC2CC(C(=CC=CC=CC(CC(C(=O)C(C(C(=CC(C(=O)CC(OC(=O)C3CCCCN3C(=O)C(=O)C1(O2)O)C(C)CC4CCC(C(C4)OC)O)C)C)O)OC)C)C)C)OC. Cell line: NCI-H460. Synergy scores: CSS=0.344, Synergy_ZIP=1.79, Synergy_Bliss=3.68, Synergy_Loewe=-0.602, Synergy_HSA=-0.341.